Dataset: NCI-60 drug combinations with 297,098 pairs across 59 cell lines. Task: Regression. Given two drug SMILES strings and cell line genomic features, predict the synergy score measuring deviation from expected non-interaction effect. (1) Drug 1: CCCS(=O)(=O)NC1=C(C(=C(C=C1)F)C(=O)C2=CNC3=C2C=C(C=N3)C4=CC=C(C=C4)Cl)F. Drug 2: C1=CN(C=N1)CC(O)(P(=O)(O)O)P(=O)(O)O. Cell line: HOP-92. Synergy scores: CSS=11.1, Synergy_ZIP=-1.61, Synergy_Bliss=3.67, Synergy_Loewe=1.29, Synergy_HSA=2.61. (2) Synergy scores: CSS=6.83, Synergy_ZIP=-1.75, Synergy_Bliss=4.56, Synergy_Loewe=0.203, Synergy_HSA=3.22. Drug 1: CC1C(C(CC(O1)OC2CC(CC3=C2C(=C4C(=C3O)C(=O)C5=C(C4=O)C(=CC=C5)OC)O)(C(=O)CO)O)N)O.Cl. Drug 2: CCN(CC)CCCC(C)NC1=C2C=C(C=CC2=NC3=C1C=CC(=C3)Cl)OC. Cell line: BT-549. (3) Drug 1: CC1=CC2C(CCC3(C2CCC3(C(=O)C)OC(=O)C)C)C4(C1=CC(=O)CC4)C. Drug 2: C1CC(=O)NC(=O)C1N2C(=O)C3=CC=CC=C3C2=O. Cell line: TK-10. Synergy scores: CSS=2.41, Synergy_ZIP=1.70, Synergy_Bliss=3.22, Synergy_Loewe=-0.857, Synergy_HSA=-1.24. (4) Drug 1: CC1=C(N=C(N=C1N)C(CC(=O)N)NCC(C(=O)N)N)C(=O)NC(C(C2=CN=CN2)OC3C(C(C(C(O3)CO)O)O)OC4C(C(C(C(O4)CO)O)OC(=O)N)O)C(=O)NC(C)C(C(C)C(=O)NC(C(C)O)C(=O)NCCC5=NC(=CS5)C6=NC(=CS6)C(=O)NCCC[S+](C)C)O. Drug 2: C1CNP(=O)(OC1)N(CCCl)CCCl. Cell line: K-562. Synergy scores: CSS=2.84, Synergy_ZIP=-2.60, Synergy_Bliss=-1.50, Synergy_Loewe=-3.59, Synergy_HSA=-3.48. (5) Drug 1: C1CC(=O)NC(=O)C1N2CC3=C(C2=O)C=CC=C3N. Drug 2: CC1CCC2CC(C(=CC=CC=CC(CC(C(=O)C(C(C(=CC(C(=O)CC(OC(=O)C3CCCCN3C(=O)C(=O)C1(O2)O)C(C)CC4CCC(C(C4)OC)OCCO)C)C)O)OC)C)C)C)OC. Cell line: SR. Synergy scores: CSS=71.9, Synergy_ZIP=14.6, Synergy_Bliss=13.7, Synergy_Loewe=4.77, Synergy_HSA=20.4. (6) Drug 1: CNC(=O)C1=CC=CC=C1SC2=CC3=C(C=C2)C(=NN3)C=CC4=CC=CC=N4. Drug 2: C1=NC2=C(N1)C(=S)N=CN2. Cell line: SK-MEL-2. Synergy scores: CSS=-7.52, Synergy_ZIP=2.41, Synergy_Bliss=-3.34, Synergy_Loewe=-8.13, Synergy_HSA=-7.41. (7) Drug 1: CC1=CC=C(C=C1)C2=CC(=NN2C3=CC=C(C=C3)S(=O)(=O)N)C(F)(F)F. Drug 2: CC(C)NC(=O)C1=CC=C(C=C1)CNNC.Cl. Cell line: K-562. Synergy scores: CSS=1.06, Synergy_ZIP=-0.691, Synergy_Bliss=-5.47, Synergy_Loewe=-2.55, Synergy_HSA=-5.43.